Task: Predict the product of the given reaction.. Dataset: Forward reaction prediction with 1.9M reactions from USPTO patents (1976-2016) (1) Given the reactants [NH2:1][C:2]1[S:3][C:4]([C:8]([O:10][CH2:11][CH3:12])=[O:9])=[C:5]([CH3:7])[N:6]=1.[C:13](N1C=CN=C1)(N1C=CN=C1)=[O:14].[NH2:25][C@H:26]([CH2:29][C:30]1[CH:35]=[CH:34][CH:33]=[CH:32][CH:31]=1)[CH2:27][OH:28], predict the reaction product. The product is: [OH:28][CH2:27][C@H:26]([NH:25][C:13](=[O:14])[NH:1][C:2]1[S:3][C:4]([C:8]([O:10][CH2:11][CH3:12])=[O:9])=[C:5]([CH3:7])[N:6]=1)[CH2:29][C:30]1[CH:35]=[CH:34][CH:33]=[CH:32][CH:31]=1. (2) Given the reactants C1COCC1.[H-].[Al+3].[Li+].[H-].[H-].[H-].C([O:14][C:15](=O)[CH2:16][CH2:17][C:18]1([CH2:31][CH2:32][C:33](OCC)=[O:34])[C:30]2[CH:29]=[CH:28][CH:27]=[CH:26][C:25]=2[C:24]2[C:19]1=[CH:20][CH:21]=[CH:22][CH:23]=2)C.[OH-].[Na+], predict the reaction product. The product is: [OH:14][CH2:15][CH2:16][CH2:17][C:18]1([CH2:31][CH2:32][CH2:33][OH:34])[C:19]2[CH:20]=[CH:21][CH:22]=[CH:23][C:24]=2[C:25]2[C:30]1=[CH:29][CH:28]=[CH:27][CH:26]=2. (3) Given the reactants [N:1]1[C:9]2[C:4](=[N:5][CH:6]=[CH:7][CH:8]=2)[S:3][C:2]=1[O:10][C:11]1[CH:16]=[CH:15][C:14]([CH2:17]O)=[CH:13][CH:12]=1.O=S(Cl)[Cl:21], predict the reaction product. The product is: [Cl:21][CH2:17][C:14]1[CH:15]=[CH:16][C:11]([O:10][C:2]2[S:3][C:4]3[C:9]([N:1]=2)=[CH:8][CH:7]=[CH:6][N:5]=3)=[CH:12][CH:13]=1. (4) Given the reactants C(OC(=O)[NH:7][CH2:8][CH2:9][CH2:10][NH:11][C:12]([C:14]1[C:18]([CH3:19])=[C:17](/[CH:20]=[C:21]2\[C:22](=[O:31])[NH:23][C:24]3[C:29]\2=[CH:28][C:27]([F:30])=[CH:26][CH:25]=3)[NH:16][C:15]=1[CH3:32])=[O:13])(C)(C)C.Cl, predict the reaction product. The product is: [NH2:7][CH2:8][CH2:9][CH2:10][NH:11][C:12]([C:14]1[C:18]([CH3:19])=[C:17](/[CH:20]=[C:21]2\[C:22](=[O:31])[NH:23][C:24]3[C:29]\2=[CH:28][C:27]([F:30])=[CH:26][CH:25]=3)[NH:16][C:15]=1[CH3:32])=[O:13].